From a dataset of Reaction yield outcomes from USPTO patents with 853,638 reactions. Predict the reaction yield, written as a fraction of the theoretical maximum amount of product (1.0 means a 100% yield; for example, 0.34 means a 34% yield). The yield is 0.590. The product is [CH3:1][O:2][C:3](=[O:28])[NH:4][CH:5]([C:9]([N:11]1[CH2:15][CH2:14][CH2:13][CH:12]1[C:16]1[NH:17][C:18]([C:21]2[CH:26]=[CH:25][C:24]([C:34]#[C:33][Si:29]([CH3:32])([CH3:31])[CH3:30])=[CH:23][CH:22]=2)=[CH:19][N:20]=1)=[O:10])[CH:6]([CH3:8])[CH3:7]. The reactants are [CH3:1][O:2][C:3](=[O:28])[NH:4][CH:5]([C:9]([N:11]1[CH2:15][CH2:14][CH2:13][CH:12]1[C:16]1[NH:17][C:18]([C:21]2[CH:26]=[CH:25][C:24](Br)=[CH:23][CH:22]=2)=[CH:19][N:20]=1)=[O:10])[CH:6]([CH3:8])[CH3:7].[Si:29]([C:33]#[CH:34])([CH3:32])([CH3:31])[CH3:30].C(N(CC)CC)C.N#N. The catalyst is CN(C=O)C.C1C=CC([P]([Pd]([P](C2C=CC=CC=2)(C2C=CC=CC=2)C2C=CC=CC=2)([P](C2C=CC=CC=2)(C2C=CC=CC=2)C2C=CC=CC=2)[P](C2C=CC=CC=2)(C2C=CC=CC=2)C2C=CC=CC=2)(C2C=CC=CC=2)C2C=CC=CC=2)=CC=1.[Cu]I.